Dataset: Full USPTO retrosynthesis dataset with 1.9M reactions from patents (1976-2016). Task: Predict the reactants needed to synthesize the given product. (1) Given the product [CH3:1][O:2][C:3]1[C:4]([CH2:18][CH2:19][CH:20]([CH3:22])[CH3:21])([C:13]([N:15]([CH3:16])[CH3:17])=[O:14])[C:5]2[C:10]([C:11](=[O:24])[CH:12]=1)=[CH:9][CH:8]=[CH:7][CH:6]=2, predict the reactants needed to synthesize it. The reactants are: [CH3:1][O:2][C:3]1[C:4]([CH2:18][CH2:19][CH:20]([CH3:22])[CH3:21])([C:13]([N:15]([CH3:17])[CH3:16])=[O:14])[C:5]2[C:10]([CH2:11][CH:12]=1)=[CH:9][CH:8]=[CH:7][CH:6]=2.[Cr](O[Cr]([O-])(=O)=O)([O-])(=O)=[O:24].[NH+]1C=CC=CC=1.[NH+]1C=CC=CC=1.C(OO)(C)(C)C. (2) Given the product [C:1]([N:21]1[CH:25]=[C:24]([CH:26]=[O:27])[N:23]=[CH:22]1)([C:14]1[CH:19]=[CH:18][CH:17]=[CH:16][CH:15]=1)([C:8]1[CH:13]=[CH:12][CH:11]=[CH:10][CH:9]=1)[C:2]1[CH:7]=[CH:6][CH:5]=[CH:4][CH:3]=1, predict the reactants needed to synthesize it. The reactants are: [C:1](Cl)([C:14]1[CH:19]=[CH:18][CH:17]=[CH:16][CH:15]=1)([C:8]1[CH:13]=[CH:12][CH:11]=[CH:10][CH:9]=1)[C:2]1[CH:7]=[CH:6][CH:5]=[CH:4][CH:3]=1.[NH:21]1[CH:25]=[C:24]([CH:26]=[O:27])[N:23]=[CH:22]1.C(N(CC)CC)C.